This data is from Reaction yield outcomes from USPTO patents with 853,638 reactions. The task is: Predict the reaction yield, written as a fraction of the theoretical maximum amount of product (1.0 means a 100% yield; for example, 0.34 means a 34% yield). (1) The reactants are [C:1]([O:4][CH:5]1[C:6]([OH:53])([CH3:52])[CH2:7][CH2:8][CH:9]([O:44][Si:45]([CH2:50][CH3:51])([CH2:48][CH3:49])[CH2:46][CH3:47])[CH2:10][C:11]([O:13][CH:14](/[C:19](/[CH3:43])=[CH:20]/[CH:21]=[CH:22]/[C:23]([OH:42])([CH3:41])[CH2:24][CH:25]2[O:40][CH:26]2[CH:27]([CH3:39])[CH:28]([O:31][Si:32]([CH2:37][CH3:38])([CH2:35][CH3:36])[CH2:33][CH3:34])[CH2:29][CH3:30])[CH:15]([CH3:18])[CH:16]=[CH:17]1)=[O:12])(=[O:3])[CH3:2].[CH2:54]([O:56][CH:57]=[CH2:58])[CH3:55]. The catalyst is ClCCl.C(OCC)(=O)C.C1(C)C=CC(S([O-])(=O)=O)=CC=1.[NH+]1C=CC=CC=1. The product is [C:1]([O:4][CH:5]1[C:6]([O:53][CH:1]([O:4][CH2:5][CH3:17])[CH3:2])([CH3:52])[CH2:7][CH2:8][CH:9]([O:44][Si:45]([CH2:46][CH3:47])([CH2:48][CH3:49])[CH2:50][CH3:51])[CH2:10][C:11]([O:13][CH:14](/[C:19](/[CH3:43])=[CH:20]/[CH:21]=[CH:22]/[C:23]([O:42][CH:57]([O:56][CH2:54][CH3:55])[CH3:58])([CH3:41])[CH2:24][CH:25]2[O:40][CH:26]2[CH:27]([CH3:39])[CH:28]([O:31][Si:32]([CH2:33][CH3:34])([CH2:35][CH3:36])[CH2:37][CH3:38])[CH2:29][CH3:30])[CH:15]([CH3:18])[CH:16]=[CH:17]1)=[O:12])(=[O:3])[CH3:2]. The yield is 0.670. (2) The reactants are Cl.[NH2:2][OH:3].[OH-].[Na+].C(O[C:9](=[C:11]([C:14]#[N:15])[C:12]#[N:13])[CH3:10])C. The catalyst is O. The product is [NH2:13][C:12]1[O:3][N:2]=[C:9]([CH3:10])[C:11]=1[C:14]#[N:15]. The yield is 0.720. (3) The reactants are C[O:2][C:3](=[O:21])[CH2:4][NH:5][C:6]([C:8]1[CH:13]=[C:12]([C:14]2[CH:19]=[CH:18][C:17]([CH3:20])=[CH:16][CH:15]=2)[CH:11]=[CH:10][N:9]=1)=[O:7].O.O[Li].O.Cl. The catalyst is C1COCC1. The product is [CH3:20][C:17]1[CH:16]=[CH:15][C:14]([C:12]2[CH:11]=[CH:10][N:9]=[C:8]([C:6]([NH:5][CH2:4][C:3]([OH:21])=[O:2])=[O:7])[CH:13]=2)=[CH:19][CH:18]=1. The yield is 0.120. (4) The reactants are Br[C:2]1[CH:3]=[N:4][CH:5]=[CH:6][C:7]=1[CH2:8][O:9][C:10]1[CH:11]=[N:12][C:13]([N:16]2[CH2:21][CH2:20][N:19]([C:22]3[N:26]=[C:25]([CH:27]([CH3:29])[CH3:28])[O:24][N:23]=3)[CH2:18][CH2:17]2)=[N:14][CH:15]=1.C1(P(C2C=CC=CC=2)C2C3OC4C(=CC=CC=4P(C4C=CC=CC=4)C4C=CC=CC=4)C(C)(C)C=3C=CC=2)C=CC=CC=1.[CH3:72][N:73](C=O)C. The catalyst is [C-]#N.[Zn+2].[C-]#N.C1C=CC(/C=C/C(/C=C/C2C=CC=CC=2)=O)=CC=1.C1C=CC(/C=C/C(/C=C/C2C=CC=CC=2)=O)=CC=1.C1C=CC(/C=C/C(/C=C/C2C=CC=CC=2)=O)=CC=1.[Pd].[Pd]. The product is [CH:27]([C:25]1[O:24][N:23]=[C:22]([N:19]2[CH2:20][CH2:21][N:16]([C:13]3[N:12]=[CH:11][C:10]([O:9][CH2:8][C:7]4[C:2]([C:72]#[N:73])=[CH:3][N:4]=[CH:5][CH:6]=4)=[CH:15][N:14]=3)[CH2:17][CH2:18]2)[N:26]=1)([CH3:29])[CH3:28]. The yield is 0.260. (5) The reactants are [NH2:1][C:2]1[CH:3]=[C:4]2[C:9](=[CH:10][CH:11]=1)[N:8]=[C:7]([C:12]1[CH:17]=[C:16]([CH3:18])[C:15]([OH:19])=[C:14]([CH3:20])[CH:13]=1)[NH:6][C:5]2=[O:21].[C:22](OC(=O)C)(=[O:24])[CH3:23]. The catalyst is N1C=CC=CC=1. The product is [OH:19][C:15]1[C:16]([CH3:18])=[CH:17][C:12]([C:7]2[NH:6][C:5](=[O:21])[C:4]3[C:9](=[CH:10][CH:11]=[C:2]([NH:1][C:22](=[O:24])[CH3:23])[CH:3]=3)[N:8]=2)=[CH:13][C:14]=1[CH3:20]. The yield is 0.170. (6) The reactants are FC(F)(F)S(O[C:7]1[C:15]2[N:11]([CH:12]=[CH:13][CH:14]=2)[C:10]([C:16]([O:18][CH2:19][CH3:20])=[O:17])=[CH:9][CH:8]=1)(=O)=O.[SiH](CC)(CC)CC.CN([CH:33]=[O:34])C. The catalyst is C1C=CC(P(C2C=CC=CC=2)[C-]2C=CC=C2)=CC=1.C1C=CC(P(C2C=CC=CC=2)[C-]2C=CC=C2)=CC=1.Cl[Pd]Cl.[Fe+2]. The product is [CH:33]([C:7]1[C:15]2[N:11]([CH:12]=[CH:13][CH:14]=2)[C:10]([C:16]([O:18][CH2:19][CH3:20])=[O:17])=[CH:9][CH:8]=1)=[O:34]. The yield is 0.390. (7) The reactants are [C:1]([O:5][C:6]([N:8]([CH3:25])[C:9]1[CH:14]=[CH:13][C:12]([C:15]#[C:16][CH2:17][CH2:18][CH2:19]OS(C)(=O)=O)=[CH:11][CH:10]=1)=[O:7])([CH3:4])([CH3:3])[CH3:2].[CH3:26][NH:27][CH3:28]. The catalyst is CC(N(C)C)=O. The product is [C:1]([O:5][C:6](=[O:7])[N:8]([C:9]1[CH:14]=[CH:13][C:12]([C:15]#[C:16][CH2:17][CH2:18][CH2:19][N:27]([CH3:28])[CH3:26])=[CH:11][CH:10]=1)[CH3:25])([CH3:4])([CH3:3])[CH3:2]. The yield is 0.950.